Dataset: Full USPTO retrosynthesis dataset with 1.9M reactions from patents (1976-2016). Task: Predict the reactants needed to synthesize the given product. (1) Given the product [F:20][C:21]1[CH:26]=[CH:25][C:24]([C:2]2[CH:3]=[N:4][C:5]3[N:6]([CH:8]=[C:9]([CH2:11][O:12][C:13]4[CH:14]=[N:15][CH:16]=[C:17]([F:19])[CH:18]=4)[N:10]=3)[CH:7]=2)=[C:23]([O:30][CH3:31])[CH:22]=1, predict the reactants needed to synthesize it. The reactants are: Br[C:2]1[CH:3]=[N:4][C:5]2[N:6]([CH:8]=[C:9]([CH2:11][O:12][C:13]3[CH:14]=[N:15][CH:16]=[C:17]([F:19])[CH:18]=3)[N:10]=2)[CH:7]=1.[F:20][C:21]1[CH:26]=[CH:25][C:24](B(O)O)=[C:23]([O:30][CH3:31])[CH:22]=1. (2) Given the product [CH3:25][C:23]1[C:22]2[CH2:21][CH2:20][CH2:19][C:18]=2[C:16]2[O:17][CH:13]([CH2:12][N:26]=[N+:27]=[N-:28])[CH2:14][C:15]=2[CH:24]=1, predict the reactants needed to synthesize it. The reactants are: CC1C=CC(S(O[CH2:12][CH:13]2[O:17][C:16]3[C:18]4[CH2:19][CH2:20][CH2:21][C:22]=4[C:23]([CH3:25])=[CH:24][C:15]=3[CH2:14]2)(=O)=O)=CC=1.[N-:26]=[N+:27]=[N-:28].[Na+].N(CC1OC2C3C(C=CC=2C1)=CC=CC=3)=[N+]=[N-]. (3) Given the product [NH2:32][C:33]1[C:38]([NH:39][CH3:40])=[CH:37][C:36]([C:16]2[CH:15]=[N:14][C:13]([O:12][CH2:11][CH2:10][N:2]([CH3:1])[C:3](=[O:9])[O:4][C:5]([CH3:6])([CH3:7])[CH3:8])=[C:18]([C:19]([F:20])([F:21])[F:22])[CH:17]=2)=[N:35][C:34]=1[C:42]#[N:43], predict the reactants needed to synthesize it. The reactants are: [CH3:1][N:2]([CH2:10][CH2:11][O:12][C:13]1[C:18]([C:19]([F:22])([F:21])[F:20])=[CH:17][C:16](B2OC(C)(C)C(C)(C)O2)=[CH:15][N:14]=1)[C:3](=[O:9])[O:4][C:5]([CH3:8])([CH3:7])[CH3:6].[NH2:32][C:33]1[C:34]([C:42]#[N:43])=[N:35][C:36](Cl)=[CH:37][C:38]=1[NH:39][CH3:40].C1(P(C2CCCCC2)C2CCCCC2)CCCCC1.P([O-])([O-])([O-])=O.[K+].[K+].[K+]. (4) Given the product [NH2:17][C:9]1[CH:8]=[C:7]([CH2:6][NH:5][S:2]([CH3:1])(=[O:4])=[O:3])[CH:16]=[CH:15][C:10]=1[C:11]([O:13][CH3:14])=[O:12], predict the reactants needed to synthesize it. The reactants are: [CH3:1][S:2]([NH:5][CH2:6][C:7]1[CH:16]=[CH:15][C:10]([C:11]([O:13][CH3:14])=[O:12])=[C:9]([N+:17]([O-])=O)[CH:8]=1)(=[O:4])=[O:3].Cl.[H][H]. (5) Given the product [F:30][C:7]1([F:6])[O:29][C:10]2=[CH:11][CH:12]=[C:13]3[C:18]([N:17]=[C:16]([NH2:19])[N:15]4[N:20]=[C:21]([C@@H:23]5[CH2:28][CH2:27][CH2:26][N:25]([CH2:43][C:44]([F:47])([F:46])[F:45])[CH2:24]5)[N:22]=[C:14]34)=[C:9]2[O:8]1, predict the reactants needed to synthesize it. The reactants are: CN(C)C=O.[F:6][C:7]1([F:30])[O:29][C:10]2=[CH:11][CH:12]=[C:13]3[C:18]([N:17]=[C:16]([NH2:19])[N:15]4[N:20]=[C:21]([C@@H:23]5[CH2:28][CH2:27][CH2:26][NH:25][CH2:24]5)[N:22]=[C:14]34)=[C:9]2[O:8]1.C(=O)([O-])[O-].[K+].[K+].FC(F)(F)S(O[CH2:43][C:44]([F:47])([F:46])[F:45])(=O)=O. (6) Given the product [Br:1][C:2]1[CH:7]=[CH:6][C:5]([C:8]2[N:12]([CH:13]3[CH2:17][CH2:16][O:15][CH2:14]3)[N:11]=[CH:10][C:9]=2[C:18]([NH:39][CH2:38][C:37]2[CH:40]=[CH:41][C:42]([O:44][CH3:45])=[CH:43][C:36]=2[O:35][CH3:34])=[O:20])=[C:4]([Cl:21])[CH:3]=1, predict the reactants needed to synthesize it. The reactants are: [Br:1][C:2]1[CH:7]=[CH:6][C:5]([C:8]2[N:12]([CH:13]3[CH2:17][CH2:16][O:15][CH2:14]3)[N:11]=[CH:10][C:9]=2[C:18]([OH:20])=O)=[C:4]([Cl:21])[CH:3]=1.C1N=CN(C(N2C=NC=C2)=O)C=1.[CH3:34][O:35][C:36]1[CH:43]=[C:42]([O:44][CH3:45])[CH:41]=[CH:40][C:37]=1[CH2:38][NH2:39].C(=O)(O)[O-].[Na+]. (7) Given the product [F:25][C:22]1[CH:23]=[CH:24][C:19]([C:17]#[C:18][C:2]2[CH:11]=[CH:10][N:9]=[C:8]3[C:3]=2[C:4]2[CH:16]=[CH:15][CH:14]=[CH:13][C:5]=2[C:6](=[O:12])[NH:7]3)=[CH:20][CH:21]=1, predict the reactants needed to synthesize it. The reactants are: Cl[C:2]1[CH:11]=[CH:10][N:9]=[C:8]2[C:3]=1[C:4]1[CH:16]=[CH:15][CH:14]=[CH:13][C:5]=1[C:6](=[O:12])[NH:7]2.[C:17]([C:19]1[CH:24]=[CH:23][C:22]([F:25])=[CH:21][CH:20]=1)#[CH:18]. (8) Given the product [C:1]([O:4][CH:5]1[C:9]2=[N:10][CH:11]=[C:12]([NH:29][C:51]([C:49]3[CH:48]=[CH:47][C:46]([F:54])=[C:45]([C:32]4[C:31]([F:30])=[CH:36][C:35]([O:37][CH:38]5[CH2:43][CH2:42][CH2:41][O:40][CH2:39]5)=[CH:34][C:33]=4[F:44])[N:50]=3)=[O:52])[C:13]([N:14]3[CH2:19][C@H:18]([CH3:20])[CH2:17][C@H:16]([NH:21][C:22]([O:24][C:25]([CH3:28])([CH3:27])[CH3:26])=[O:23])[CH2:15]3)=[C:8]2[CH2:7][CH2:6]1)(=[O:3])[CH3:2], predict the reactants needed to synthesize it. The reactants are: [C:1]([O:4][CH:5]1[C:9]2=[N:10][CH:11]=[C:12]([NH2:29])[C:13]([N:14]3[CH2:19][C@H:18]([CH3:20])[CH2:17][C@H:16]([NH:21][C:22]([O:24][C:25]([CH3:28])([CH3:27])[CH3:26])=[O:23])[CH2:15]3)=[C:8]2[CH2:7][CH2:6]1)(=[O:3])[CH3:2].[F:30][C:31]1[CH:36]=[C:35]([O:37][CH:38]2[CH2:43][CH2:42][CH2:41][O:40][CH2:39]2)[CH:34]=[C:33]([F:44])[C:32]=1[C:45]1[N:50]=[C:49]([C:51](O)=[O:52])[CH:48]=[CH:47][C:46]=1[F:54].CN(C(ON1N=NC2C=CC=NC1=2)=[N+](C)C)C.F[P-](F)(F)(F)(F)F.CCN(C(C)C)C(C)C. (9) Given the product [Br:1][C:2]1[CH:7]=[CH:6][C:5]([NH2:8])=[C:4]([CH3:12])[C:3]=1[Cl:13], predict the reactants needed to synthesize it. The reactants are: [Br:1][C:2]1[CH:7]=[CH:6][C:5]([NH:8]C(=O)C)=[C:4]([CH3:12])[C:3]=1[Cl:13].[OH-].[Na+].